Dataset: Catalyst prediction with 721,799 reactions and 888 catalyst types from USPTO. Task: Predict which catalyst facilitates the given reaction. (1) Reactant: [NH2:1][C:2]1[C:6]([C:7]([O:9][CH2:10][CH3:11])=[O:8])=[CH:5][NH:4][N:3]=1.C([O:14][CH:15]=[CH:16][C:17](OCC)=O)C.C(=O)([O-])[O-].[Cs+].[Cs+].O. Product: [OH:14][C:15]1[CH:16]=[CH:17][N:3]2[N:4]=[CH:5][C:6]([C:7]([O:9][CH2:10][CH3:11])=[O:8])=[C:2]2[N:1]=1. The catalyst class is: 875. (2) Reactant: Br[C:2]1[C:9]([CH3:10])=[CH:8][C:5]([C:6]#[N:7])=[C:4]([F:11])[CH:3]=1.C([O-])([O-])=O.[K+].[K+].[C:18]([CH2:20][C:21]1[CH:22]=[C:23](B(O)O)[CH:24]=[CH:25][CH:26]=1)#[N:19]. Product: [C:18]([CH2:20][C:21]1[CH:26]=[C:25]([C:2]2[CH:3]=[C:4]([F:11])[C:5]([C:6]#[N:7])=[CH:8][C:9]=2[CH3:10])[CH:24]=[CH:23][CH:22]=1)#[N:19]. The catalyst class is: 427. (3) Reactant: [CH2:1]([NH2:8])[C:2]1[CH:7]=[CH:6][CH:5]=[CH:4][CH:3]=1.[O:9]1[CH2:13]C[C:11](=O)[CH2:10]1.[CH2:15]=O.[C:17]([OH:20])(=O)[CH3:18]. Product: [CH2:1]([N:8]1[CH2:11][CH:10]2[C:17](=[O:20])[CH:18]([CH2:13][O:9]2)[CH2:15]1)[C:2]1[CH:7]=[CH:6][CH:5]=[CH:4][CH:3]=1. The catalyst class is: 5.